This data is from Forward reaction prediction with 1.9M reactions from USPTO patents (1976-2016). The task is: Predict the product of the given reaction. (1) Given the reactants [NH2:1][C:2]12[CH2:9][CH2:8][C:5]([C:10]([O:12][CH2:13][CH3:14])=[O:11])([CH2:6][CH2:7]1)[CH2:4][CH2:3]2.C(NC(C)C)(C)C.Br[CH2:23][C:24]([N:26]1[CH2:30][C@@H:29]([F:31])[CH2:28][C@H:27]1[C:32]#[N:33])=[O:25].O, predict the reaction product. The product is: [CH2:13]([O:12][C:10]([C:5]12[CH2:4][CH2:3][C:2]([NH:1][CH2:23][C:24]([N:26]3[CH2:30][C@@H:29]([F:31])[CH2:28][C@H:27]3[C:32]#[N:33])=[O:25])([CH2:9][CH2:8]1)[CH2:7][CH2:6]2)=[O:11])[CH3:14]. (2) Given the reactants [F:1][C:2]1[CH:7]=[CH:6][CH:5]=[C:4]([CH3:8])[C:3]=1[N:9]1[C:13]([NH2:14])=[CH:12][C:11]([CH3:15])=[N:10]1.CCOCC.[CH3:21][O:22][C:23](=[O:31])[C:24]1[CH:29]=[CH:28][CH:27]=[CH:26][C:25]=1Br.C(=O)([O-])[O-].[Cs+].[Cs+], predict the reaction product. The product is: [CH3:21][O:22][C:23](=[O:31])[C:24]1[CH:29]=[CH:28][CH:27]=[CH:26][C:25]=1[NH:14][C:13]1[N:9]([C:3]2[C:4]([CH3:8])=[CH:5][CH:6]=[CH:7][C:2]=2[F:1])[N:10]=[C:11]([CH3:15])[CH:12]=1. (3) Given the reactants N1CC(O[C:6]2[CH:11]=[CH:10][N:9]=[CH:8][C:7]=2[NH:12][C:13](=[O:29])[C:14]2[CH:19]=[CH:18][C:17]([F:20])=[C:16]([C:21]3[C:26]([F:27])=[CH:25][CH:24]=[CH:23][C:22]=3[F:28])[N:15]=2)C1.OCC1CCN(C(OC(C)(C)C)=O)CC1.[CH3:45][C:46]1([CH3:54])[O:50][CH:49]([CH2:51][CH2:52][OH:53])[CH2:48][O:47]1, predict the reaction product. The product is: [F:27][C:26]1[CH:25]=[CH:24][CH:23]=[C:22]([F:28])[C:21]=1[C:16]1[N:15]=[C:14]([C:13]([NH:12][C:7]2[CH:8]=[N:9][CH:10]=[CH:11][C:6]=2[O:53][CH2:52][CH2:51][CH:49]2[CH2:48][O:47][C:46]([CH3:54])([CH3:45])[O:50]2)=[O:29])[CH:19]=[CH:18][C:17]=1[F:20]. (4) Given the reactants [CH3:1][C:2]1([CH3:22])[CH2:7][NH:6][CH:5]([CH2:8][C:9]([NH:11][C:12]2[CH:17]=[CH:16][C:15]([CH:18]([CH3:20])[CH3:19])=[CH:14][CH:13]=2)=[O:10])[C:4](=[O:21])[O:3]1.[C:23]1(=O)[CH2:27][CH2:26][CH2:25][CH2:24]1.C([BH3-])#N.[Na+].C(O)(=O)C, predict the reaction product. The product is: [CH:23]1([N:6]2[CH2:7][C:2]([CH3:1])([CH3:22])[O:3][C:4](=[O:21])[CH:5]2[CH2:8][C:9]([NH:11][C:12]2[CH:17]=[CH:16][C:15]([CH:18]([CH3:19])[CH3:20])=[CH:14][CH:13]=2)=[O:10])[CH2:27][CH2:26][CH2:25][CH2:24]1. (5) Given the reactants [C:1]([O:5][C:6]([NH:8][CH:9]([C:14]1[CH:19]=[CH:18][CH:17]=[CH:16][C:15]=1[F:20])C(OC)=O)=[O:7])([CH3:4])([CH3:3])C.[F:21][C:22]1[CH:27]=[CH:26]C([Mg]Br)=[CH:24][CH:23]=1, predict the reaction product. The product is: [F:20][C:15]1[CH:16]=[CH:17][CH:18]=[CH:19][C:14]=1[C@H:9]1[C:1]([C:3]2[CH:24]=[CH:23][C:22]([F:21])=[CH:27][CH:26]=2)([C:4]2[CH:17]=[CH:16][C:15]([F:20])=[CH:14][CH:9]=2)[O:5][C:6](=[O:7])[NH:8]1.